From a dataset of Catalyst prediction with 721,799 reactions and 888 catalyst types from USPTO. Predict which catalyst facilitates the given reaction. (1) Reactant: I/[CH:2]=[CH:3]/[C@@H:4]([C:11]1[CH:16]=[CH:15][C:14]([O:17][CH:18]2[CH2:23][CH2:22][CH2:21][CH2:20][O:19]2)=[CH:13][CH:12]=1)[CH2:5][C:6]([O:8][CH2:9][CH3:10])=[O:7].[Br-].[CH2:25]([Zn+])[C:26]1[CH:31]=[CH:30][CH:29]=[CH:28][CH:27]=1.O. Product: [C:26]1([CH2:25]/[CH:2]=[CH:3]/[C@@H:4]([C:11]2[CH:16]=[CH:15][C:14]([O:17][CH:18]3[CH2:23][CH2:22][CH2:21][CH2:20][O:19]3)=[CH:13][CH:12]=2)[CH2:5][C:6]([O:8][CH2:9][CH3:10])=[O:7])[CH:31]=[CH:30][CH:29]=[CH:28][CH:27]=1. The catalyst class is: 176. (2) Reactant: C(OC(=O)[N:7]([CH2:11][CH:12]([OH:25])[CH2:13][N:14](C(OC(C)(C)C)=O)[CH2:15][CH2:16][OH:17])[CH2:8][CH2:9][OH:10])(C)(C)C. Product: [OH:10][CH2:9][CH2:8][NH:7][CH2:11][CH:12]([OH:25])[CH2:13][NH:14][CH2:15][CH2:16][OH:17]. The catalyst class is: 33. (3) Reactant: [O-]CC.[K+:4].[C:5]([O:12][CH2:13][CH3:14])(=[O:11])[C:6]([O:8]CC)=O.[Cl:15][C:16]1[C:21]([N+:22]([O-:24])=[O:23])=[C:20]([CH3:25])[CH:19]=[CH:18][N:17]=1. Product: [Cl:15][C:16]1[C:21]([N+:22]([O-:24])=[O:23])=[C:20](/[CH:25]=[C:6](\[O-:8])/[C:5]([O:12][CH2:13][CH3:14])=[O:11])[CH:19]=[CH:18][N:17]=1.[K+:4]. The catalyst class is: 27. (4) Reactant: [S:1]1[C:5]2[CH:6]=[CH:7][CH:8]=[CH:9][C:4]=2[N:3]=[C:2]1[C:10]1[C:11]([O:20][C@H:21]2[CH2:25][NH:24][C@H:23]([C:26]([NH:28][C@:29]3([C:34]([O:36][CH2:37][CH3:38])=[O:35])[CH2:31][C@H:30]3[CH:32]=[CH2:33])=[O:27])[CH2:22]2)=[N:12][C:13]2[C:18]([N:19]=1)=[CH:17][CH:16]=[CH:15][CH:14]=2.[CH3:39][C:40]1[N:45]=[CH:44][C:43]([C:46]([NH:48][C@@H:49]([CH2:53][CH2:54][CH2:55][CH2:56][CH2:57][CH:58]=[CH2:59])[C:50](O)=[O:51])=[O:47])=[CH:42][N:41]=1.ON1C(=O)C2C(C3CC2C=C3)C1=O.Cl.CN(C)CCCN=C=NCC.CN(C)CCN. Product: [CH3:39][C:40]1[N:41]=[CH:42][C:43]([C:46]([NH:48][C@@H:49]([CH2:53][CH2:54][CH2:55][CH2:56][CH2:57][CH:58]=[CH2:59])[C:50]([N:24]2[CH2:25][C@H:21]([O:20][C:11]3[C:10]([C:2]4[S:1][C:5]5[CH:6]=[CH:7][CH:8]=[CH:9][C:4]=5[N:3]=4)=[N:19][C:18]4[C:13](=[CH:14][CH:15]=[CH:16][CH:17]=4)[N:12]=3)[CH2:22][C@H:23]2[C:26]([NH:28][C@:29]2([C:34]([O:36][CH2:37][CH3:38])=[O:35])[CH2:31][C@H:30]2[CH:32]=[CH2:33])=[O:27])=[O:51])=[O:47])=[CH:44][N:45]=1. The catalyst class is: 3. (5) Reactant: [NH2:1][C:2]1[C:7]2[C:8]([C:11]3[CH:16]=[CH:15][C:14]([NH:17][C:18]([C:20]4[N:21]([CH3:29])[C:22]5[C:27]([CH:28]=4)=[CH:26][CH:25]=[CH:24][CH:23]=5)=[O:19])=[C:13]([O:30][CH3:31])[CH:12]=3)=[CH:9][S:10][C:6]=2[C:5](/[CH:32]=[CH:33]/[CH2:34][OH:35])=[CH:4][N:3]=1.CO.[BH4-].[Na+].C(=O)([O-])[O-].[Na+].[Na+]. Product: [NH2:1][C:2]1[C:7]2[C:8]([C:11]3[CH:16]=[CH:15][C:14]([NH:17][C:18]([C:20]4[N:21]([CH3:29])[C:22]5[C:27]([CH:28]=4)=[CH:26][CH:25]=[CH:24][CH:23]=5)=[O:19])=[C:13]([O:30][CH3:31])[CH:12]=3)=[CH:9][S:10][C:6]=2[C:5]([CH2:32][CH2:33][CH2:34][OH:35])=[CH:4][N:3]=1. The catalyst class is: 9. (6) Reactant: [CH:1]1([C:4]([N:6]2[CH2:10][CH2:9][C@@H:8]([CH2:11][NH:12][C:13]3[CH:18]=[CH:17][C:16]([C:19]([F:22])([F:21])[F:20])=[CH:15][C:14]=3[N+:23]([O-])=O)[CH2:7]2)=[O:5])[CH2:3][CH2:2]1. Product: [CH:1]1([C:4]([N:6]2[CH2:10][CH2:9][C@@H:8]([CH2:11][NH:12][C:13]3[C:14]([NH2:23])=[CH:15][C:16]([C:19]([F:20])([F:21])[F:22])=[CH:17][CH:18]=3)[CH2:7]2)=[O:5])[CH2:3][CH2:2]1. The catalyst class is: 19.